This data is from hERG potassium channel inhibition data for cardiac toxicity prediction from Karim et al.. The task is: Regression/Classification. Given a drug SMILES string, predict its toxicity properties. Task type varies by dataset: regression for continuous values (e.g., LD50, hERG inhibition percentage) or binary classification for toxic/non-toxic outcomes (e.g., AMES mutagenicity, cardiotoxicity, hepatotoxicity). Dataset: herg_karim. (1) The molecule is N#Cc1ccc(S(=O)(=O)NCCN2CC3CN(CCc4ccc(F)c(F)c4)CC(C2)O3)cc1. The result is 0 (non-blocker). (2) The result is 0 (non-blocker). The molecule is C[N+]1CC[C@]23c4c5ccc(O)c4O[C@H]2[C@@H](O)C=C[C@H]3[C@H]1C5. (3) The molecule is CCn1c(-c2nonc2N)nc2c(C#CC(C)(C)O)ncc(OC[C@H]3CCCNC3)c21. The result is 0 (non-blocker). (4) The molecule is N#Cc1cncc(-c2cccc(C3(c4ccnc(C(F)(F)F)c4)N=C(N)c4c(F)cccc43)c2)c1. The result is 1 (blocker). (5) The drug is C[C@H]1CNC[C@H](C)N1c1nc2c(C(=O)N[C@H]3C[C@@H]4CCC[C@H](C3)N4C)cccc2o1. The result is 1 (blocker). (6) The compound is OCC1(NCCC[C@@H]2CCc3ccc(OCc4noc(-c5ccc(Cl)cc5)n4)cc32)CCCC1. The result is 1 (blocker). (7) The molecule is O=c1c2ccccc2nc(-c2ccccc2)n1-c1ccc(OCCCN2CCCC2)cc1. The result is 1 (blocker). (8) The compound is CCN(CC)CCOC(=O)C1(C2CCCCC2)CCCCC1. The result is 0 (non-blocker). (9) The drug is NS(=O)(=O)c1ccc(CCNc2nc(Cl)nc3cccc(-c4ccccc4)c23)cc1. The result is 0 (non-blocker). (10) The drug is O=C(OCC1CCN(CC2CCC(C(=O)O)C2)CC1)c1c2n(c3ccccc13)CCCO2. The result is 0 (non-blocker).